Task: Predict the reactants needed to synthesize the given product.. Dataset: Full USPTO retrosynthesis dataset with 1.9M reactions from patents (1976-2016) (1) Given the product [CH:34]1[N:35]=[C:36]([NH2:37])[C:31]2[N:30]=[CH:29][N:28]([C@@H:26]3[O:27][C@H:23]([CH2:22][O:21][P:18]([O:17][P:14]([O:13][CH2:12][C@H:10]4[O:11][C@@H:7]([N:5]5[CH:4]=[C:3]([C:42]([NH2:44])=[O:43])[CH2:2][CH:1]=[CH:6]5)[C@H:8]([OH:41])[C@@H:9]4[OH:40])([OH:16])=[O:15])([OH:20])=[O:19])[C@@H:24]([OH:39])[C@H:25]3[OH:38])[C:32]=2[N:33]=1, predict the reactants needed to synthesize it. The reactants are: [CH:1]1[CH:6]=[N+:5]([C@@H:7]2[O:11][C@H:10]([CH2:12][O:13][P:14]([O:17][P:18]([O:21][CH2:22][C@H:23]3[O:27][C@@H:26]([N:28]4[C:32]5[N:33]=[CH:34][N:35]=[C:36]([NH2:37])[C:31]=5[N:30]=[CH:29]4)[C@H:25]([OH:38])[C@@H:24]3[OH:39])([OH:20])=[O:19])([OH:16])=[O:15])[C@@H:9]([OH:40])[C@H:8]2[OH:41])[CH:4]=[C:3]([C:42]([NH2:44])=[O:43])[CH:2]=1.P([O-])([O-])([O-])=O.[I-].[Na+].[OH-].[Na+]. (2) Given the product [CH3:13][S:14]([C:2]1[CH:7]=[C:6]([N+:8]([O-:10])=[O:9])[CH:5]=[C:4]([CH3:11])[C:3]=1[CH3:12])(=[O:16])=[O:15].[CH3:11][C:4]1[CH:5]=[C:6]([N+:8]([O-:10])=[O:9])[CH:7]=[C:2]([S:14]([CH3:13])(=[O:16])=[O:15])[C:3]=1[CH3:12], predict the reactants needed to synthesize it. The reactants are: I[C:2]1[CH:7]=[C:6]([N+:8]([O-:10])=[O:9])[CH:5]=[C:4]([CH3:11])[C:3]=1[CH3:12].[CH3:13][S:14]([O-:16])=[O:15].[Na+]. (3) Given the product [Si:1]([O:8][CH2:9][C:10]1[N:11]([CH3:26])[C:12]2[C:17]([CH:18]=1)=[CH:16][C:15]1[CH:19]([OH:23])[CH:20]=[CH:21][C:14]=1[CH:13]=2)([C:4]([CH3:6])([CH3:5])[CH3:7])([CH3:3])[CH3:2], predict the reactants needed to synthesize it. The reactants are: [Si:1]([O:8][CH2:9][C:10]1[N:11]([CH3:26])[C:12]2[C:17]([CH:18]=1)=[CH:16][C:15]([CH:19]([OH:23])[CH:20]=[CH:21]C)=[C:14](C=C)[CH:13]=2)([C:4]([CH3:7])([CH3:6])[CH3:5])([CH3:3])[CH3:2]. (4) Given the product [NH2:2][C:1]([C:3]1[N:8]=[CH:7][C:6]([NH:9][C:10]([N:12]2[CH2:13][CH2:14][N:15]([C:18]3[S:22][N:21]=[C:20]([C:23]4[CH:28]=[CH:27][CH:26]=[CH:25][CH:24]=4)[N:19]=3)[CH2:16][CH2:17]2)=[O:11])=[CH:5][CH:4]=1)=[O:29], predict the reactants needed to synthesize it. The reactants are: [C:1]([C:3]1[N:8]=[CH:7][C:6]([NH:9][C:10]([N:12]2[CH2:17][CH2:16][N:15]([C:18]3[S:22][N:21]=[C:20]([C:23]4[CH:28]=[CH:27][CH:26]=[CH:25][CH:24]=4)[N:19]=3)[CH2:14][CH2:13]2)=[O:11])=[CH:5][CH:4]=1)#[N:2].[OH-:29].[Na+].O. (5) Given the product [CH:8]1([C@H:3]([N:2]=[C:14]=[O:16])[C:4]([O:6][CH3:7])=[O:5])[CH2:12][CH2:11][CH2:10][CH2:9]1, predict the reactants needed to synthesize it. The reactants are: Cl.[NH2:2][C@@H:3]([CH:8]1[CH2:12][CH2:11][CH2:10][CH2:9]1)[C:4]([O:6][CH3:7])=[O:5].Cl[C:14](Cl)([O:16]C(=O)OC(Cl)(Cl)Cl)Cl. (6) Given the product [CH2:1]([O:3][C:4]1[CH:5]=[C:6]([CH:14]2[C:19]([C:20]3[CH:25]=[CH:24][CH:23]=[CH:22][CH:21]=3)=[C:18]([C:26]3[CH:31]=[CH:30][CH:29]=[CH:28][CH:27]=3)[NH:17]/[C:16](=[N:45]\[CH3:44])/[NH:15]2)[CH:7]=[C:8]([N+:11]([O-:13])=[O:12])[C:9]=1[OH:10])[CH3:2], predict the reactants needed to synthesize it. The reactants are: [CH2:1]([O:3][C:4]1[CH:5]=[C:6]([CH:14]2[C:19]([C:20]3[CH:25]=[CH:24][CH:23]=[CH:22][CH:21]=3)=[C:18]([C:26]3[CH:31]=[CH:30][CH:29]=[CH:28][CH:27]=3)[NH:17][C:16](=S)[NH:15]2)[CH:7]=[C:8]([N+:11]([O-:13])=[O:12])[C:9]=1[OH:10])[CH3:2].C1C=C(Cl)C=C(C(OO)=O)C=1.[CH3:44][NH2:45].[O-]S([O-])=O.[Na+].[Na+].Cl. (7) Given the product [OH:34][CH:30]1[CH2:31][CH2:32][CH2:33][N:27]([CH2:2][CH2:3][N:4]2[CH2:5][CH2:6][CH:7]([NH:10][C:11]([C:13]3[NH:14][C:15]4[C:20]([CH:21]=3)=[C:19]([O:22][CH2:23][CH:24]([CH3:25])[CH3:26])[CH:18]=[CH:17][CH:16]=4)=[O:12])[CH2:8][CH2:9]2)[CH2:28][CH2:29]1, predict the reactants needed to synthesize it. The reactants are: O[CH2:2][CH2:3][N:4]1[CH2:9][CH2:8][CH:7]([NH:10][C:11]([C:13]2[NH:14][C:15]3[C:20]([CH:21]=2)=[C:19]([O:22][CH2:23][CH:24]([CH3:26])[CH3:25])[CH:18]=[CH:17][CH:16]=3)=[O:12])[CH2:6][CH2:5]1.[NH:27]1[CH2:33][CH2:32][CH2:31][CH:30]([OH:34])[CH2:29][CH2:28]1. (8) Given the product [Br:35][C:32]1[CH:31]=[CH:30][C:29](/[CH:28]=[CH:27]/[C:24]2[O:25][CH:26]=[C:22]([CH2:21][O:20][C:19]3[CH:18]=[CH:17][C:16]([CH2:15][CH2:14][CH2:13][CH2:12][N:1]4[CH:5]=[CH:4][N:3]=[C:2]4[CH2:6][CH2:7][OH:8])=[CH:37][CH:36]=3)[N:23]=2)=[CH:34][CH:33]=1, predict the reactants needed to synthesize it. The reactants are: [NH:1]1[CH:5]=[CH:4][N:3]=[C:2]1[CH2:6][CH2:7][OH:8].[H-].[Na+].I[CH2:12][CH2:13][CH2:14][CH2:15][C:16]1[CH:37]=[CH:36][C:19]([O:20][CH2:21][C:22]2[N:23]=[C:24](/[CH:27]=[CH:28]/[C:29]3[CH:34]=[CH:33][C:32]([Br:35])=[CH:31][CH:30]=3)[O:25][CH:26]=2)=[CH:18][CH:17]=1.O. (9) Given the product [OH:22][C:23]1[CH:28]=[CH:27][C:26]([C:10]2[CH:11]=[C:6]([C:4]([OH:3])=[O:5])[C:7]3[CH:15]=[N:14][N:13]([CH:16]4[CH2:21][CH2:20][CH2:19][CH2:18][O:17]4)[C:8]=3[N:9]=2)=[CH:25][CH:24]=1, predict the reactants needed to synthesize it. The reactants are: C([O:3][C:4]([C:6]1[C:7]2[CH:15]=[N:14][N:13]([CH:16]3[CH2:21][CH2:20][CH2:19][CH2:18][O:17]3)[C:8]=2[N:9]=[C:10](Br)[CH:11]=1)=[O:5])C.[OH:22][C:23]1[CH:28]=[CH:27][C:26](B(O)O)=[CH:25][CH:24]=1.C(=O)([O-])[O-].[Cs+].[Cs+].[OH-].[Na+]. (10) Given the product [ClH:1].[ClH:1].[CH3:29][N:19]([CH3:18])[CH2:20][CH2:21][CH2:22][N:23]1[CH2:24][CH2:25][N:26]([C:2]2[N:3]=[N:4][C:5]([C:8]3[CH:13]=[CH:12][C:11]([C:14]([F:17])([F:16])[F:15])=[CH:10][CH:9]=3)=[CH:6][CH:7]=2)[CH2:27][CH2:28]1, predict the reactants needed to synthesize it. The reactants are: [Cl:1][C:2]1[N:3]=[N:4][C:5]([C:8]2[CH:13]=[CH:12][C:11]([C:14]([F:17])([F:16])[F:15])=[CH:10][CH:9]=2)=[CH:6][CH:7]=1.[CH3:18][N:19]([CH3:29])[CH2:20][CH2:21][CH2:22][N:23]1[CH2:28][CH2:27][NH:26][CH2:25][CH2:24]1.